Dataset: Peptide-MHC class I binding affinity with 185,985 pairs from IEDB/IMGT. Task: Regression. Given a peptide amino acid sequence and an MHC pseudo amino acid sequence, predict their binding affinity value. This is MHC class I binding data. (1) The peptide sequence is DIIRAHPWF. The MHC is HLA-A31:01 with pseudo-sequence HLA-A31:01. The binding affinity (normalized) is 0.0847. (2) The peptide sequence is CTELKLSDY. The MHC is SLA-10401 with pseudo-sequence SLA-10401. The binding affinity (normalized) is 0.744. (3) The peptide sequence is SLLKTHRMCK. The MHC is HLA-A68:01 with pseudo-sequence HLA-A68:01. The binding affinity (normalized) is 0.0704. (4) The binding affinity (normalized) is 0.851. The MHC is HLA-A25:01 with pseudo-sequence HLA-A25:01. The peptide sequence is NTIEELSGY.